Predict the reactants needed to synthesize the given product. From a dataset of Full USPTO retrosynthesis dataset with 1.9M reactions from patents (1976-2016). (1) Given the product [Br:11][CH2:10][C:1]1[CH:6]=[CH:5][CH:4]=[CH:3][C:2]=1[C:7]([OH:9])=[O:8], predict the reactants needed to synthesize it. The reactants are: [C:1]1([CH3:10])[C:2]([C:7]([OH:9])=[O:8])=[CH:3][CH:4]=[CH:5][CH:6]=1.[Br:11]N1C(=O)CCC1=O. (2) The reactants are: [Cl:1][C:2]1[CH:20]=[CH:19][C:5]([CH2:6][O:7][C:8](=S)[NH:9][C:10]([C:12]2[S:13][CH:14]=[CH:15][C:16]=2[Cl:17])=[O:11])=[CH:4][CH:3]=1.Cl.[NH2:22]O. Given the product [Cl:1][C:2]1[CH:20]=[CH:19][C:5]([CH2:6][O:7][C:8]2[N:9]=[C:10]([C:12]3[S:13][CH:14]=[CH:15][C:16]=3[Cl:17])[O:11][N:22]=2)=[CH:4][CH:3]=1, predict the reactants needed to synthesize it. (3) Given the product [NH2:5][C:4]1[C:3]2[C:2](=[CH:9][C:8]([C:10]3[N:14]4[N:15]=[C:16]([C:24]5[CH:29]=[CH:28][CH:27]=[CH:26][CH:25]=5)[CH:17]=[C:18]([NH:19][CH2:20][CH:21]([CH3:23])[CH3:22])[C:13]4=[N:12][CH:11]=3)=[CH:7][CH:6]=2)[NH:32][N:31]=1, predict the reactants needed to synthesize it. The reactants are: F[C:2]1[CH:9]=[C:8]([C:10]2[N:14]3[N:15]=[C:16]([C:24]4[CH:29]=[CH:28][CH:27]=[CH:26][CH:25]=4)[CH:17]=[C:18]([NH:19][CH2:20][CH:21]([CH3:23])[CH3:22])[C:13]3=[N:12][CH:11]=2)[CH:7]=[CH:6][C:3]=1[C:4]#[N:5].O.[NH2:31][NH2:32]. (4) Given the product [CH:40]1([C:38]([NH:37][C:35]2[N:36]=[C:31]3[CH:30]=[CH:29][C:28]([O:27][C:26]4[CH:43]=[CH:44][C:45]([CH3:46])=[C:24]([NH:23][C:8]([C:7]5[N:3]([CH2:1][CH3:2])[N:4]=[C:5]([CH3:11])[CH:6]=5)=[O:10])[CH:25]=4)=[N:33][N:32]3[CH:34]=2)=[O:39])[CH2:41][CH2:42]1, predict the reactants needed to synthesize it. The reactants are: [CH2:1]([N:3]1[C:7]([C:8]([OH:10])=O)=[CH:6][C:5]([CH3:11])=[N:4]1)[CH3:2].O1CCCC1.C(Cl)(=O)C(Cl)=O.[NH2:23][C:24]1[CH:25]=[C:26]([CH:43]=[CH:44][C:45]=1[CH3:46])[O:27][C:28]1[CH:29]=[CH:30][C:31]2[N:32]([CH:34]=[C:35]([NH:37][C:38]([CH:40]3[CH2:42][CH2:41]3)=[O:39])[N:36]=2)[N:33]=1. (5) Given the product [ClH:27].[ClH:27].[CH3:26][O:25][C:20]1[CH:21]=[C:22]([CH:17]=[CH:18][N:19]=1)[CH:23]=[O:24], predict the reactants needed to synthesize it. The reactants are: C(N1C(C2C(CO[C:17]3[C:22]([CH:23]=[O:24])=[CH:21][C:20]([O:25][CH3:26])=[N:19][CH:18]=3)=CC=CN=2)=CC=N1)(C)C.[ClH:27]. (6) Given the product [C:44]([OH:46])([C:19]([F:20])([F:21])[F:22])=[O:45].[Cl:1][C:2]1[CH:3]=[C:4]2[C:8](=[CH:9][CH:10]=1)[N:7]([CH2:11][C:12]1[CH:13]=[CH:14][C:15]([O:18][C:19]([F:21])([F:20])[F:22])=[CH:16][CH:17]=1)[C:6]([C:23](=[O:26])[CH:24]([CH3:25])[CH2:39][C:40]1[CH:41]=[CH:42][C:43]([C:44]([NH:75][CH2:74][CH2:73][C:72]([OH:76])=[O:71])=[O:46])=[CH:48][CH:49]=1)=[C:5]2[CH3:27], predict the reactants needed to synthesize it. The reactants are: [Cl:1][C:2]1[CH:3]=[C:4]2[C:8](=[CH:9][CH:10]=1)[N:7]([CH2:11][C:12]1[CH:17]=[CH:16][C:15]([O:18][C:19]([F:22])([F:21])[F:20])=[CH:14][CH:13]=1)[C:6]([C:23](=[O:26])[CH2:24][CH3:25])=[C:5]2[CH3:27].C[Si]([N-][Si](C)(C)C)(C)C.[K+].Br[CH2:39][C:40]1[CH:49]=[CH:48][C:43]([C:44]([O:46]C)=[O:45])=[CH:42][CH:41]=1.[Li+].[OH-].C(Cl)CCl.C1C=CC2N(O)N=NC=2C=1.Cl.C([O:71][C:72](=[O:76])[CH2:73][CH2:74][NH2:75])(C)(C)C.CCN(C(C)C)C(C)C. (7) Given the product [CH3:1][O:2][C:3](=[O:35])[CH:4]([N:12]([S:13]([C:16]1[C:21]([CH3:22])=[CH:20][C:19]([O:23][CH3:24])=[C:18]([CH3:25])[C:17]=1[CH3:26])(=[O:15])=[O:14])[CH2:27][C:28]1[CH:33]=[CH:32][C:31]([Sn:40]([CH2:54][CH2:55][CH2:56][CH3:57])([CH2:58][CH2:59][CH2:60][CH3:61])[CH2:36][CH2:37][CH2:38][CH3:39])=[CH:30][CH:29]=1)[CH2:5][C:6]1[CH:11]=[CH:10][CH:9]=[CH:8][CH:7]=1, predict the reactants needed to synthesize it. The reactants are: [CH3:1][O:2][C:3](=[O:35])[CH:4]([N:12]([CH2:27][C:28]1[CH:33]=[CH:32][C:31](I)=[CH:30][CH:29]=1)[S:13]([C:16]1[C:21]([CH3:22])=[CH:20][C:19]([O:23][CH3:24])=[C:18]([CH3:25])[C:17]=1[CH3:26])(=[O:15])=[O:14])[CH2:5][C:6]1[CH:11]=[CH:10][CH:9]=[CH:8][CH:7]=1.[CH2:36]([Sn:40]([CH2:58][CH2:59][CH2:60][CH3:61])([CH2:54][CH2:55][CH2:56][CH3:57])[Sn:40]([CH2:54][CH2:55][CH2:56][CH3:57])([CH2:58][CH2:59][CH2:60][CH3:61])[CH2:36][CH2:37][CH2:38][CH3:39])[CH2:37][CH2:38][CH3:39].